Dataset: Full USPTO retrosynthesis dataset with 1.9M reactions from patents (1976-2016). Task: Predict the reactants needed to synthesize the given product. (1) Given the product [Br:1][C:2]1[CH:3]=[C:4]([CH:5]=[CH:6][CH:7]=1)[CH2:8][N:9]([CH3:10])[C:20](=[O:21])[O:23][C:17]([CH3:19])([CH3:25])[CH3:18], predict the reactants needed to synthesize it. The reactants are: [Br:1][C:2]1[CH:3]=[C:4]([CH2:8][NH:9][CH3:10])[CH:5]=[CH:6][CH:7]=1.CCN([CH:17]([CH3:19])[CH3:18])C(C)C.[C:20]([O-:23])(O)=[O:21].[Na+].[CH2:25](Cl)Cl. (2) Given the product [Br:3][C:4]1[CH:5]=[CH:6][C:7]2[C:12](=[O:13])[O:11][C:10](=[O:14])[N:9]([CH2:17][CH3:18])[C:8]=2[CH:15]=1, predict the reactants needed to synthesize it. The reactants are: [H-].[Na+].[Br:3][C:4]1[CH:5]=[CH:6][C:7]2[C:12](=[O:13])[O:11][C:10](=[O:14])[NH:9][C:8]=2[CH:15]=1.I[CH2:17][CH3:18].